This data is from Reaction yield outcomes from USPTO patents with 853,638 reactions. The task is: Predict the reaction yield, written as a fraction of the theoretical maximum amount of product (1.0 means a 100% yield; for example, 0.34 means a 34% yield). (1) The reactants are [Cl:1][C:2]1[CH:11]=[C:10](Cl)[C:9]2[C:4](=[CH:5][CH:6]=[C:7]([O:13][CH3:14])[CH:8]=2)[N:3]=1.CO.[NH3:17]. No catalyst specified. The product is [Cl:1][C:2]1[CH:11]=[C:10]([NH2:17])[C:9]2[C:4](=[CH:5][CH:6]=[C:7]([O:13][CH3:14])[CH:8]=2)[N:3]=1. The yield is 0.550. (2) The reactants are Cl[C:2]1[CH:7]=[C:6]([O:8][CH2:9][CH2:10][O:11][CH3:12])[CH:5]=[CH:4][N:3]=1.CC(C1C=C(C(C)C)C(C2C=CC=CC=2P(C2CCCCC2)C2CCCCC2)=C(C(C)C)C=1)C.O1CCCC1.C[Si]([N-:56][Si](C)(C)C)(C)C.[Li+]. The catalyst is Cl.C1C=CC(/C=C/C(/C=C/C2C=CC=CC=2)=O)=CC=1.C1C=CC(/C=C/C(/C=C/C2C=CC=CC=2)=O)=CC=1.C1C=CC(/C=C/C(/C=C/C2C=CC=CC=2)=O)=CC=1.[Pd].[Pd]. The product is [CH3:12][O:11][CH2:10][CH2:9][O:8][C:6]1[CH:5]=[CH:4][N:3]=[C:2]([NH2:56])[CH:7]=1. The yield is 0.780. (3) The reactants are [F:1][C:2]1[CH:3]=[C:4]([CH:8](O)[CH2:9][CH2:10][C:11]([NH:13][C:14]2[CH:19]=[CH:18][C:17]([O:20][C:21]([F:24])([F:23])[F:22])=[CH:16][CH:15]=2)=[O:12])[CH:5]=[CH:6][CH:7]=1.C1(C)C=CC(S(Cl)(=O)=O)=CC=1.CC(C)([O-])C.[K+]. The catalyst is O1CCCC1. The product is [F:1][C:2]1[CH:3]=[C:4]([CH:8]2[N:13]([C:14]3[CH:19]=[CH:18][C:17]([O:20][C:21]([F:24])([F:23])[F:22])=[CH:16][CH:15]=3)[C:11](=[O:12])[CH2:10][CH2:9]2)[CH:5]=[CH:6][CH:7]=1. The yield is 0.820.